From a dataset of Forward reaction prediction with 1.9M reactions from USPTO patents (1976-2016). Predict the product of the given reaction. (1) Given the reactants Cl.[CH2:2]([O:9][C:10]1[CH:19]=[CH:18][CH:17]=[C:16]2[C:11]=1[CH2:12][CH2:13][CH2:14][CH:15]2[C:20]([N:22]([C:29]1[CH:30]=[N:31][C:32]([CH:35]([CH3:37])[CH3:36])=[CH:33][CH:34]=1)[CH2:23][C:24]1[CH:25]=[N:26][NH:27][CH:28]=1)=[O:21])[C:3]1[CH:8]=[CH:7][CH:6]=[CH:5][CH:4]=1.Cl[CH2:39][C:40]1[CH:44]=[CH:43][S:42][CH:41]=1, predict the reaction product. The product is: [CH2:2]([O:9][C:10]1[CH:19]=[CH:18][CH:17]=[C:16]2[C:11]=1[CH2:12][CH2:13][CH2:14][CH:15]2[C:20]([N:22]([CH2:23][C:24]1[CH:25]=[N:26][N:27]([CH2:39][C:40]2[CH:44]=[CH:43][S:42][CH:41]=2)[CH:28]=1)[C:29]1[CH:30]=[N:31][C:32]([CH:35]([CH3:37])[CH3:36])=[CH:33][CH:34]=1)=[O:21])[C:3]1[CH:8]=[CH:7][CH:6]=[CH:5][CH:4]=1. (2) The product is: [Cl:5][C:6]1[CH:7]=[C:8]([C:14]([C:16]2[CH:17]=[CH:18][CH:19]=[CH:20][CH:21]=2)=[O:15])[C:9]([OH:12])=[N:10][CH:11]=1. Given the reactants B(Br)(Br)Br.[Cl:5][C:6]1[CH:7]=[C:8]([C:14]([C:16]2[CH:21]=[CH:20][CH:19]=[CH:18][CH:17]=2)=[O:15])[C:9]([O:12]C)=[N:10][CH:11]=1.O, predict the reaction product. (3) Given the reactants [CH2:1]([N:8]1[C:16]2[C:11](=[CH:12][C:13]([NH2:17])=[CH:14][CH:15]=2)[CH:10]=[N:9]1)[C:2]1[CH:7]=[CH:6][CH:5]=[CH:4][CH:3]=1.[Cl:18][C:19]1[C:20]2[CH:28]=[C:27]([Cl:29])[N:26]=[CH:25][C:21]=2[N:22]=[CH:23][N:24]=1, predict the reaction product. The product is: [ClH:18].[CH2:1]([N:8]1[C:16]2[C:11](=[CH:12][C:13]([NH:17][C:19]3[C:20]4[CH:28]=[C:27]([Cl:29])[N:26]=[CH:25][C:21]=4[N:22]=[CH:23][N:24]=3)=[CH:14][CH:15]=2)[CH:10]=[N:9]1)[C:2]1[CH:3]=[CH:4][CH:5]=[CH:6][CH:7]=1. (4) Given the reactants C[N:2](C)/[CH:3]=[CH:4]/[C:5]1[CH:14]=[C:13]([N+:15]([O-:17])=[O:16])[CH:12]=[CH:11][C:6]=1[C:7](OC)=[O:8].N.C(O)CO, predict the reaction product. The product is: [N+:15]([C:13]1[CH:14]=[C:5]2[C:6](=[CH:11][CH:12]=1)[C:7](=[O:8])[NH:2][CH:3]=[CH:4]2)([O-:17])=[O:16]. (5) The product is: [Br:12][C:13]1[CH:18]=[CH:17][C:16]([C:3]2[CH:7]=[CH:6][S:5][C:4]=2[C:8]([OH:10])=[O:9])=[CH:15][C:14]=1[O:20][CH3:21]. Given the reactants OB(O)[C:3]1[CH:7]=[CH:6][S:5][C:4]=1[C:8]([OH:10])=[O:9].[Br:12][C:13]1[CH:18]=[CH:17][C:16](I)=[CH:15][C:14]=1[O:20][CH3:21].CC#N.C([O-])([O-])=O.[K+].[K+], predict the reaction product. (6) Given the reactants [NH2:1][C:2]1[N:7]=[CH:6][N:5]=[C:4]([NH:8][C@H:9]([C:11]2[N:16]([C:17]3[CH:22]=[CH:21][CH:20]=[CH:19][CH:18]=3)[C:15](=[O:23])[C:14]3=[C:24]([CH3:27])[CH:25]=[CH:26][N:13]3[N:12]=2)[CH3:10])[C:3]=1Br.[F:29][CH:30]([F:41])[O:31][C:32]1[CH:33]=[C:34](B(O)O)[CH:35]=[N:36][CH:37]=1.C(=O)([O-])[O-].[Cs+].[Cs+], predict the reaction product. The product is: [NH2:1][C:2]1[N:7]=[CH:6][N:5]=[C:4]([NH:8][C@H:9]([C:11]2[N:16]([C:17]3[CH:22]=[CH:21][CH:20]=[CH:19][CH:18]=3)[C:15](=[O:23])[C:14]3=[C:24]([CH3:27])[CH:25]=[CH:26][N:13]3[N:12]=2)[CH3:10])[C:3]=1[C:34]1[CH:35]=[N:36][CH:37]=[C:32]([O:31][CH:30]([F:41])[F:29])[CH:33]=1. (7) The product is: [OH:36][NH:35][C:27](=[O:28])/[CH:26]=[CH:25]/[C:23]1[CH:22]=[CH:21][CH:20]=[C:19](/[CH:18]=[CH:17]/[C:16]([C:13]2[CH:14]=[CH:15][C:10]([N:7]3[CH2:6][CH2:5][N:4]([CH3:3])[CH2:9][CH2:8]3)=[CH:11][CH:12]=2)=[O:30])[N:24]=1. Given the reactants Cl.Cl.[CH3:3][N:4]1[CH2:9][CH2:8][N:7]([C:10]2[CH:15]=[CH:14][C:13]([C:16](=[O:30])/[CH:17]=[CH:18]/[C:19]3[N:24]=[C:23](/[CH:25]=[CH:26]/[C:27](O)=[O:28])[CH:22]=[CH:21][CH:20]=3)=[CH:12][CH:11]=2)[CH2:6][CH2:5]1.C(Cl)CCl.[NH2:35][O:36]C1CCCCO1, predict the reaction product. (8) Given the reactants [CH3:1][C:2]1([CH3:31])[CH2:7][O:6][C:5]([CH2:14][S:15][CH2:16][C:17]([N:19]2[C@@H:23]([C:24]3[CH:29]=[CH:28][CH:27]=[CH:26][CH:25]=3)[CH2:22][O:21][C:20]2=[O:30])=[O:18])([C:8]2[CH:13]=[CH:12][CH:11]=[CH:10][CH:9]=2)[O:4][CH2:3]1.[F:32][C:33]1[CH:38]=[CH:37][C:36]([N:39]=[CH:40][C:41]2[CH:55]=[CH:54][C:44]([O:45][CH2:46][C:47]([O:49][C:50]([CH3:53])([CH3:52])[CH3:51])=[O:48])=[CH:43][CH:42]=2)=[CH:35][CH:34]=1.C(N(C(C)C)C(C)C)C.C(O)(C)C, predict the reaction product. The product is: [CH3:1][C:2]1([CH3:31])[CH2:3][O:4][C:5]([CH2:14][S:15][C@@H:16]([C:17](=[O:18])[N:19]2[C@@H:23]([C:24]3[CH:25]=[CH:26][CH:27]=[CH:28][CH:29]=3)[CH2:22][O:21][C:20]2=[O:30])[C@H:40]([C:41]2[CH:55]=[CH:54][C:44]([O:45][CH2:46][C:47]([O:49][C:50]([CH3:51])([CH3:52])[CH3:53])=[O:48])=[CH:43][CH:42]=2)[NH:39][C:36]2[CH:35]=[CH:34][C:33]([F:32])=[CH:38][CH:37]=2)([C:8]2[CH:13]=[CH:12][CH:11]=[CH:10][CH:9]=2)[O:6][CH2:7]1.